Dataset: Reaction yield outcomes from USPTO patents with 853,638 reactions. Task: Predict the reaction yield, written as a fraction of the theoretical maximum amount of product (1.0 means a 100% yield; for example, 0.34 means a 34% yield). The reactants are [NH:1]1[CH2:6][CH2:5][CH:4]([C:7]([O:9][CH3:10])=[O:8])[CH:3]([C:11]([O:13][CH3:14])=[O:12])[CH2:2]1.[CH3:15][C:16]([O:19][C:20](O[C:20]([O:19][C:16]([CH3:18])([CH3:17])[CH3:15])=[O:21])=[O:21])([CH3:18])[CH3:17]. The catalyst is CN(C1C=CN=CC=1)C.CC#N. The product is [N:1]1([C:20]([O:19][C:16]([CH3:18])([CH3:17])[CH3:15])=[O:21])[CH2:6][CH2:5][CH:4]([C:7]([O:9][CH3:10])=[O:8])[CH:3]([C:11]([O:13][CH3:14])=[O:12])[CH2:2]1. The yield is 0.820.